This data is from Full USPTO retrosynthesis dataset with 1.9M reactions from patents (1976-2016). The task is: Predict the reactants needed to synthesize the given product. (1) Given the product [Cl:1][C:2]1[CH:3]=[C:4]([CH:27]=[CH:28][C:29]=1[O:30][CH2:31][C:32]1[CH:37]=[CH:36][CH:35]=[C:34]([F:38])[CH:33]=1)[NH:5][C:6]1[C:15]2[C:10](=[CH:11][C:12]([O:22][CH2:23][CH2:24][CH2:25][N:39]3[CH2:44][CH2:43][O:42][CH2:41][CH2:40]3)=[CH:13][C:14]=2[O:16][CH:17]2[CH2:21][CH2:20][O:19][CH2:18]2)[N:9]=[CH:8][N:7]=1, predict the reactants needed to synthesize it. The reactants are: [Cl:1][C:2]1[CH:3]=[C:4]([CH:27]=[CH:28][C:29]=1[O:30][CH2:31][C:32]1[CH:37]=[CH:36][CH:35]=[C:34]([F:38])[CH:33]=1)[NH:5][C:6]1[C:15]2[C:10](=[CH:11][C:12]([O:22][CH2:23][CH2:24][CH2:25]Cl)=[CH:13][C:14]=2[O:16][CH:17]2[CH2:21][CH2:20][O:19][CH2:18]2)[N:9]=[CH:8][N:7]=1.[NH:39]1[CH2:44][CH2:43][O:42][CH2:41][CH2:40]1. (2) Given the product [Cl:61][C:57]1[C:56]([F:62])=[C:55]([C@H:52]([NH:51][C:50]([C@@H:44]2[CH2:45][C@:46]([F:49])([CH3:48])[CH2:47][N:43]2[C:41](=[O:42])[CH2:18][N:19]2[C:23]3=[N:24][CH:25]=[CH:26][CH:27]=[C:22]3[C:21]([C:28](=[O:30])[CH3:29])=[CH:20]2)=[O:63])[CH2:53][OH:54])[CH:60]=[CH:59][CH:58]=1, predict the reactants needed to synthesize it. The reactants are: ClC1C(F)=C(C=CC=1)CNC([C@@H]1C[C@]2(CO)[C@@H](C2)N1C(=O)[CH2:18][N:19]1[C:23]2=[N:24][CH:25]=[CH:26][CH:27]=[C:22]2[C:21]([C:28](=[O:30])[CH3:29])=[CH:20]1)=O.C(O[C:41]([N:43]1[CH2:47][C@@:46]([F:49])([CH3:48])[CH2:45][C@H:44]1[C:50](=[O:63])[NH:51][C@@H:52]([C:55]1[CH:60]=[CH:59][CH:58]=[C:57]([Cl:61])[C:56]=1[F:62])[CH2:53][OH:54])=[O:42])(C)(C)C.ClCl.CCOC(C)=O. (3) Given the product [Cl:1][CH2:2][C:3]([NH:32][NH:31][C:29](=[O:30])[C:28]1[CH:33]=[CH:34][C:25]([C:7]([CH3:6])([C:11]2[CH:16]=[CH:15][C:14]([O:17][CH2:18][C:19]3[CH:24]=[CH:23][CH:22]=[CH:21][N:20]=3)=[CH:13][CH:12]=2)[CH:8]([CH3:10])[CH3:9])=[CH:26][CH:27]=1)=[O:4], predict the reactants needed to synthesize it. The reactants are: [Cl:1][CH2:2][C:3](Cl)=[O:4].[CH3:6][C:7]([C:25]1[CH:34]=[CH:33][C:28]([C:29]([NH:31][NH2:32])=[O:30])=[CH:27][CH:26]=1)([C:11]1[CH:16]=[CH:15][C:14]([O:17][CH2:18][C:19]2[CH:24]=[CH:23][CH:22]=[CH:21][N:20]=2)=[CH:13][CH:12]=1)[CH:8]([CH3:10])[CH3:9].[OH-].[Na+]. (4) Given the product [Br:1][C:2]1[CH:3]=[C:4]([CH:5]=[CH:6][CH:7]=1)[CH2:8][O:9][C:13]1[N:12]=[C:11]([NH2:10])[C:16]([F:17])=[CH:15][N:14]=1, predict the reactants needed to synthesize it. The reactants are: [Br:1][C:2]1[CH:3]=[C:4]([CH2:8][OH:9])[CH:5]=[CH:6][CH:7]=1.[NH2:10][C:11]1[C:16]([F:17])=[CH:15][N:14]=[C:13](Cl)[N:12]=1.